From a dataset of Experimentally validated miRNA-target interactions with 360,000+ pairs, plus equal number of negative samples. Binary Classification. Given a miRNA mature sequence and a target amino acid sequence, predict their likelihood of interaction. (1) The miRNA is rno-miR-103-3p with sequence AGCAGCAUUGUACAGGGCUAUGA. The protein sequence of the target gene is MNMEIGHPHEGKDDLGDKRVIMGTKFPMELGIRVGLGKEDSRCGESPVVSNKCEGRMAPPETKFPLSKGLEMGLERQNISRTVMQRGSLGVDSVSASQGTKPSLLPGRMGLENESLLAGYTHERIIQPPLGRVCGSSQAAGSRRAPLASGPEGVEELVGKPAFVMEPRQEMEKESTCVLMKPNTEIKLPVEVDIGLTQAEGPDETKNTEPQMGLVIEPPQCQFAQQHEQRKEAGNIESGVEPPDRIRPIYSGKFFDRTPCWPSAGKVIPVGYRVATCLTEKLPRLITPPEAKKYFNFRYP.... Result: 0 (no interaction). (2) The miRNA is mmu-miR-1197-3p with sequence UAGGACACAUGGUCUACUUCU. The protein sequence of the target gene is MAQSVLVPPGPDSFRFFTRESLAAIEQRIAEEKAKRPKQERKDEDDENGPKPNSDLEAGKSLPFIYGDIPPEMVSEPLEDLDPYYINKKTFIVLNKGKAISRFSATSALYILTPFNPIRKLAIKILVHSLFNVLIMCTILTNCVFMTMSNPPDWTKNVEYTFTGIYTFESLIKILARGFCLEDFTFLRDPWNWLDFTVITFAYVTEFVNLGNVSALRTFRVLRALKTISVIPGLKTIVGALIQSVKKLSDVMILTVFCLSVFALIGLQLFMGNLRNKCLQWPPDNSTFEINITSFFNNSL.... Result: 1 (interaction). (3) The miRNA is hsa-miR-34a-3p with sequence CAAUCAGCAAGUAUACUGCCCU. The protein sequence of the target gene is MESGARPIGSSCSSPAALSREYKLVMLGAGGVGKSAMTMQFISHRFPEDHDPTIEDAYKIRIRIDDEPANLDILDTAGQAEFTAMRDQYMRAGEGFIICYSITDRRSFHEVREFKQLIYRVRRTDDTPVVLVGNKSDLKQLRQVSKEEGLSLAREFSCPFFETSAAYRYYIDDVFHALVREIRKKEKELVLAMEKKAKPKNSVWKRLKSPFRRKKDSVT. Result: 0 (no interaction). (4) The miRNA is hsa-miR-301a-3p with sequence CAGUGCAAUAGUAUUGUCAAAGC. The protein sequence of the target gene is MSADSSPLVGSTPTGYGTLTIGTSIDPLSSSVSSVRLSGYCGSPWRVIGYHVVVWMMAGIPLLLFRWKPLWGVRLRLRPCNLAHAETLVIEIRDKEDSSWQLFTVQVQTEAIGEGSLEPSPQSQAEDGRSQAAVGAVPEGAWKDTAQLHKSEEAVSVGQKRVLRYYLFQGQRYIWIETQQAFYQVSLLDHGRSCDDVHRSRHGLSLQDQMVRKAIYGPNVISIPVKSYPQLLVDEALNPYYGFQAFSIALWLADHYYWYALCIFLISSISICLSLYKTRKQSQTLRDMVKLSMRVCVCRP.... Result: 0 (no interaction).